This data is from Catalyst prediction with 721,799 reactions and 888 catalyst types from USPTO. The task is: Predict which catalyst facilitates the given reaction. (1) Reactant: [NH2:1][C:2]1[CH:9]=[CH:8][C:5]([C:6]#[N:7])=[CH:4][CH:3]=1.Br[CH2:11][CH2:12][CH2:13][CH2:14][O:15][C:16]1[CH:21]=[CH:20][C:19]([C:22](=[O:24])[CH3:23])=[C:18]([OH:25])[C:17]=1[CH2:26][CH2:27][CH3:28].C[Si]([N-][Si](C)(C)C)(C)C.[K+].C1(C)C=CC=CC=1. Product: [C:22]([C:19]1[CH:20]=[CH:21][C:16]([O:15][CH2:14][CH2:13][CH2:12][CH2:11][NH:1][C:2]2[CH:9]=[CH:8][C:5]([C:6]#[N:7])=[CH:4][CH:3]=2)=[C:17]([CH2:26][CH2:27][CH3:28])[C:18]=1[OH:25])(=[O:24])[CH3:23]. The catalyst class is: 7. (2) Reactant: Br[C:2]1[CH:3]=[C:4]2[C:9](=[CH:10][CH:11]=1)[N:8]=[C:7]([CH:12]([O:15][CH3:16])[O:13][CH3:14])[CH:6]=[CH:5]2.C([Li])CCC.CN(C)[CH:24]=[O:25].O. Product: [CH3:14][O:13][CH:12]([O:15][CH3:16])[C:7]1[CH:6]=[CH:5][C:4]2[C:9](=[CH:10][CH:11]=[C:2]([CH:24]=[O:25])[CH:3]=2)[N:8]=1. The catalyst class is: 7. (3) Reactant: [Si]([O:8][CH:9]([CH2:20][O:21][C:22]1[CH:27]=[CH:26][CH:25]=[C:24]([C:28]2[N:33]=[C:32]([C:34]3[C:35]([CH3:40])=[N:36][O:37][C:38]=3[CH3:39])[CH:31]=[C:30]([C:41](=[O:50])[NH:42][CH2:43][CH:44]3[CH2:49][CH2:48][O:47][CH2:46][CH2:45]3)[N:29]=2)[CH:23]=1)[CH2:10][N:11](C)[C:12](=[O:18])[O:13]C(C)(C)C)(C(C)(C)C)(C)C.Cl. Product: [CH3:40][C:35]1[C:34]([C:32]2[N:33]=[C:28]([C:24]3[CH:25]=[CH:26][CH:27]=[C:22]([O:21][CH2:20][CH:9]([OH:8])[CH2:10][NH:11][CH3:12])[CH:23]=3)[N:29]=[C:30]([C:41]([NH:42][CH2:43][CH:44]3[CH2:45][CH2:46][O:47][CH2:48][CH2:49]3)=[O:50])[CH:31]=2)=[C:38]([CH3:39])[O:37][N:36]=1.[CH:12]([OH:18])=[O:13]. The catalyst class is: 71. (4) Reactant: Cl.[F:2][C:3]([F:34])([F:33])[C:4]1[CH:28]=[C:27]([C:29]([F:32])([F:31])[F:30])[CH:26]=[CH:25][C:5]=1[CH2:6][N:7]1[CH2:12][CH2:11][CH:10](/[CH:13]=[C:14]2/[C:15]([NH:20][CH2:21][C:22](O)=[O:23])=[N:16][C:17](=[O:19])[S:18]/2)[CH2:9][CH2:8]1.C([N:37]([CH:41]([CH3:43])C)[CH:38]([CH3:40])C)C.N1CCCC1.F[P-](F)(F)(F)(F)F.C(C(=NO[C+](N(C)C)N1CCOCC1)C(OCC)=O)#N. Product: [F:2][C:3]([F:34])([F:33])[C:4]1[CH:28]=[C:27]([C:29]([F:30])([F:32])[F:31])[CH:26]=[CH:25][C:5]=1[CH2:6][N:7]1[CH2:12][CH2:11][CH:10](/[CH:13]=[C:14]2/[C:15]([NH:20][CH2:21][C:22](=[O:23])[N:37]3[CH2:38][CH2:40][CH2:43][CH2:41]3)=[N:16][C:17](=[O:19])[S:18]/2)[CH2:9][CH2:8]1. The catalyst class is: 18. (5) Product: [CH2:11]([O:13][C:14]([C:16]1[N:17]([CH2:31][CH3:32])[C:18]([CH:3]=[O:4])=[C:19]([C:24]2[CH:25]=[CH:26][C:27]([F:30])=[CH:28][CH:29]=2)[C:20]=1[CH:21]([CH3:23])[CH3:22])=[O:15])[CH3:12]. The catalyst class is: 26. Reactant: CN(C)[CH:3]=[O:4].P(Cl)(Cl)(Cl)=O.[CH2:11]([O:13][C:14]([C:16]1[N:17]([CH2:31][CH3:32])[CH:18]=[C:19]([C:24]2[CH:29]=[CH:28][C:27]([F:30])=[CH:26][CH:25]=2)[C:20]=1[CH:21]([CH3:23])[CH3:22])=[O:15])[CH3:12]. (6) Reactant: [F:1][C:2]1[CH:10]=[C:9]2[C:5]([C:6]([C:20]3[CH:21]=[N:22][NH:23][CH:24]=3)=[CH:7][N:8]2S(C2C=CC=CC=2)(=O)=O)=[CH:4][CH:3]=1.[OH-].[Na+]. Product: [F:1][C:2]1[CH:10]=[C:9]2[C:5]([C:6]([C:20]3[CH:24]=[N:23][NH:22][CH:21]=3)=[CH:7][NH:8]2)=[CH:4][CH:3]=1. The catalyst class is: 24. (7) The catalyst class is: 4. Product: [Cl:8][C:9]1[N:10]=[CH:11][C:12]([C:13]([NH:2][CH3:1])=[O:14])=[CH:16][CH:17]=1. Reactant: [CH3:1][NH2:2].O1CCCC1.[Cl:8][C:9]1[CH:17]=[CH:16][C:12]([C:13](Cl)=[O:14])=[CH:11][N:10]=1. (8) Product: [CH3:1][N:2]1[C:14]2[CH2:13][CH2:12][CH:11]([CH:15]3[CH2:16][CH2:17][O:18][CH2:19][CH2:20]3)[CH2:10][C:9]=2[C:8]2[C:3]1=[CH:4][CH:5]=[C:6]([C:21]([OH:23])=[O:22])[CH:7]=2. The catalyst class is: 5. Reactant: [CH3:1][N:2]1[C:14]2[CH2:13][CH2:12][CH:11]([CH:15]3[CH2:20][CH2:19][O:18][CH2:17][CH2:16]3)[CH2:10][C:9]=2[C:8]2[C:3]1=[CH:4][CH:5]=[C:6]([C:21]([O:23]C)=[O:22])[CH:7]=2.[OH-].[Na+]. (9) Reactant: [CH3:1][C:2]1([CH3:18])[C:10]2[C:5](=[CH:6][CH:7]=[C:8]([C:11]#[C:12][Si](C)(C)C)[CH:9]=2)[C:4](=[O:17])[O:3]1.C(=O)([O-])[O-].[K+].[K+]. Product: [C:11]([C:8]1[CH:9]=[C:10]2[C:5](=[CH:6][CH:7]=1)[C:4](=[O:17])[O:3][C:2]2([CH3:18])[CH3:1])#[CH:12]. The catalyst class is: 100.